Dataset: Full USPTO retrosynthesis dataset with 1.9M reactions from patents (1976-2016). Task: Predict the reactants needed to synthesize the given product. (1) Given the product [NH2:1][C:2]1[N:6]([CH3:7])[C:5](=[O:8])[C:4]([C:19]2[CH:20]=[C:21]([C:32]3[CH:31]=[CH:30][CH:29]=[C:28]([O:27][CH3:26])[CH:33]=3)[CH:22]=[CH:23][CH:24]=2)([C:9]2[CH:14]=[CH:13][C:12]([Si:15]([CH3:18])([CH3:17])[CH3:16])=[CH:11][CH:10]=2)[N:3]=1, predict the reactants needed to synthesize it. The reactants are: [NH2:1][C:2]1[N:6]([CH3:7])[C:5](=[O:8])[C:4]([C:19]2[CH:24]=[CH:23][CH:22]=[C:21](Br)[CH:20]=2)([C:9]2[CH:14]=[CH:13][C:12]([Si:15]([CH3:18])([CH3:17])[CH3:16])=[CH:11][CH:10]=2)[N:3]=1.[CH3:26][O:27][C:28]1[CH:29]=[C:30](B(O)O)[CH:31]=[CH:32][CH:33]=1.C(=O)([O-])[O-].[Cs+].[Cs+]. (2) Given the product [CH3:19][N:20]1[CH2:21][CH2:22][CH:23]([N:26]2[CH2:31][CH2:30][N:29]([NH:39][C:16](=[O:18])[CH:9]([C:10]3[CH:15]=[CH:14][CH:13]=[CH:12][CH:11]=3)[NH:8][C:72]([NH:71][C:68]3[CH:69]=[CH:70][C:65]([Cl:64])=[CH:66][CH:67]=3)=[S:73])[CH2:28][CH2:27]2)[CH2:24][CH2:25]1, predict the reactants needed to synthesize it. The reactants are: CC(OC([NH:8][C@@H:9]([C:16]([OH:18])=O)[C:10]1[CH:15]=[CH:14][CH:13]=[CH:12][CH:11]=1)=O)(C)C.[CH3:19][N:20]1[CH2:25][CH2:24][CH:23]([N:26]2[CH2:31][CH2:30][NH:29][CH2:28][CH2:27]2)[CH2:22][CH2:21]1.F[P-](F)(F)(F)(F)F.[N:39]1(O[P+](N(C)C)(N(C)C)N(C)C)C2C=CC=CC=2N=N1.C([O-])(O)=O.[Na+].[Cl:64][C:65]1[CH:70]=[CH:69][C:68]([N:71]=[C:72]=[S:73])=[CH:67][CH:66]=1. (3) Given the product [CH3:26][O:25][C:21]12[C:20](=[O:27])[C:19]3[C:10](=[CH:11][C:12]4[C:13](=[O:43])[CH:14]=[CH:15][C:16](=[O:29])[C:17]=4[CH:18]=3)[C:9](=[O:44])[CH:8]1[C:7]1[CH:2]=[C:3]([C:47]([OH:49])=[O:48])[C:4]([CH3:46])=[CH:5][C:6]=1[CH2:23][CH2:22]2, predict the reactants needed to synthesize it. The reactants are: O[C:2]1[C:7]2[C@@:8]3(O)[C@@:21]([O:25][CH3:26])([C@H:22](O)[CH2:23][C:6]=2[CH:5]=[C:4]([CH3:46])[C:3]=1[C:47]([O:49]C)=[O:48])[C:20](=[O:27])[C:19]1[C:10](=[CH:11][C:12]2[C:13](=[O:43])[C:14](NC4C(OC)C(O)C(OC)C(C)O4)=[CH:15][C:16](=[O:29])[C:17]=2[C:18]=1O)[C:9]3=[O:44].[Cl-].[Li+].